From a dataset of Full USPTO retrosynthesis dataset with 1.9M reactions from patents (1976-2016). Predict the reactants needed to synthesize the given product. (1) Given the product [C:6]([C:5]1[CH:8]=[CH:9][C:2](/[CH:14]=[CH:13]/[C:12]([O:11][CH3:10])=[O:15])=[CH:3][CH:4]=1)#[N:7], predict the reactants needed to synthesize it. The reactants are: Br[C:2]1[CH:9]=[CH:8][C:5]([C:6]#[N:7])=[CH:4][CH:3]=1.[CH3:10][O:11][C:12](=[O:15])[CH:13]=[CH2:14].C1C=CC(P(C2C=CC=CC=2)C2C=CC=CC=2)=CC=1.C(=O)(O)[O-].[Na+]. (2) Given the product [CH3:1][O:2][C:3]1[CH:4]=[C:5]2[C:10](=[CH:11][C:12]=1[O:13][CH3:14])[N:9]=[CH:8][CH:7]=[C:6]2[O:15][C:16]1[CH:22]=[CH:21][C:19]([NH:20][C:28]([NH:41][CH:37]([CH3:36])[CH:38]([CH3:40])[CH3:39])=[O:34])=[C:18]([F:23])[CH:17]=1, predict the reactants needed to synthesize it. The reactants are: [CH3:1][O:2][C:3]1[CH:4]=[C:5]2[C:10](=[CH:11][C:12]=1[O:13][CH3:14])[N:9]=[CH:8][CH:7]=[C:6]2[O:15][C:16]1[CH:22]=[CH:21][C:19]([NH2:20])=[C:18]([F:23])[CH:17]=1.ClC(Cl)(O[C:28](=[O:34])OC(Cl)(Cl)Cl)Cl.[CH3:36][CH:37]([NH2:41])[CH:38]([CH3:40])[CH3:39]. (3) Given the product [C:1]([O:5][C:6]([N:8]1[CH2:13][CH2:12][CH:11]([N:14]2[C:18]3=[N:19][CH:20]=[N:21][C:22]([O:24][C:25]4[CH:26]=[N:27][CH:28]=[CH:29][CH:30]=4)=[C:17]3[CH:16]=[N:15]2)[CH2:10][CH2:9]1)=[O:7])([CH3:4])([CH3:3])[CH3:2], predict the reactants needed to synthesize it. The reactants are: [C:1]([O:5][C:6]([N:8]1[CH2:13][CH2:12][CH:11]([N:14]2[C:18]3=[N:19][CH:20]=[N:21][C:22](Cl)=[C:17]3[CH:16]=[N:15]2)[CH2:10][CH2:9]1)=[O:7])([CH3:4])([CH3:3])[CH3:2].[OH:24][C:25]1[CH:26]=[N:27][CH:28]=[CH:29][CH:30]=1.C(=O)([O-])[O-].[K+].[K+].ClCCl. (4) Given the product [CH3:10][N:11]1[C:7]([C:6]2[O:5][CH:4]=[N:3][C:2]=2[CH3:1])=[N:14][NH:13][C:12]1=[S:15], predict the reactants needed to synthesize it. The reactants are: [CH3:1][C:2]1[N:3]=[CH:4][O:5][C:6]=1[C:7](O)=O.[CH3:10][NH:11][C:12](=[S:15])[NH:13][NH2:14].CCN(C(C)C)C(C)C.C(P1(=O)OP(CCC)(=O)OP(CCC)(=O)O1)CC. (5) The reactants are: [I:1][C:2]1[CH:16]=[CH:15][C:5]([O:6][CH:7]2[CH:12]3[CH2:13][CH2:14][N:9]([CH2:10][CH2:11]3)[CH2:8]2)=[CH:4][CH:3]=1.[ClH:17].O1CCOCC1. Given the product [ClH:17].[I:1][C:2]1[CH:3]=[CH:4][C:5]([O:6][CH:7]2[CH:12]3[CH2:11][CH2:10][N:9]([CH2:14][CH2:13]3)[CH2:8]2)=[CH:15][CH:16]=1, predict the reactants needed to synthesize it. (6) Given the product [CH2:5]([O:4][S:1]([O-:6])(=[O:3])=[O:2])[CH2:17][CH2:18][CH2:19][CH2:20][CH2:21][CH2:22][CH3:23].[CH2:21]([N+:16]1[CH:15]=[CH:14][N:13]([CH3:5])[CH:12]=1)[CH2:22][CH2:23][CH3:24], predict the reactants needed to synthesize it. The reactants are: [S:1]([O:6]C)([O:4][CH3:5])(=[O:3])=[O:2].C([C:12]1[NH:13][CH:14]=[CH:15][N:16]=1)CCC.[CH2:17](O)[CH2:18][CH2:19][CH2:20][CH2:21][CH2:22][CH2:23][CH3:24]. (7) Given the product [O:1]1[C:5]2([CH2:10][CH2:9][N:8]([S:11]([NH2:14])(=[O:13])=[O:12])[CH2:7][CH2:6]2)[O:4][CH2:3][CH2:2]1, predict the reactants needed to synthesize it. The reactants are: [O:1]1[C:5]2([CH2:10][CH2:9][NH:8][CH2:7][CH2:6]2)[O:4][CH2:3][CH2:2]1.[S:11](N)([NH2:14])(=[O:13])=[O:12]. (8) Given the product [C:12]([O:11][C:9]([NH:23][C@@:24]1([C:41]([OH:43])=[O:42])[CH2:25][C@H:26]([S:35][C:36]2[N:40]=[CH:39][NH:38][N:37]=2)[C@@H:27]2[C@H:29]1[C@H:28]2[C:30]([O:32][CH2:33][CH3:34])=[O:31])=[O:10])([CH3:13])([CH3:14])[CH3:15], predict the reactants needed to synthesize it. The reactants are: [C:12]([O:11][C:9](O[C:9]([O:11][C:12]([CH3:15])([CH3:14])[CH3:13])=[O:10])=[O:10])([CH3:15])([CH3:14])[CH3:13].C(=O)([O-])[O-].[K+].[K+].Cl.[NH2:23][C@:24]1([C:41]([OH:43])=[O:42])[C@H:29]2[C@H:27]([C@@H:28]2[C:30]([O:32][CH2:33][CH3:34])=[O:31])[C@@H:26]([S:35][C:36]2[N:40]=[CH:39][NH:38][N:37]=2)[CH2:25]1.O. (9) The reactants are: [CH2:1]([C:5]1[C:14]2[C:13](=O)[NH:12][C:11]([C:16]3[CH:21]=[CH:20][N:19]=[CH:18][CH:17]=3)=[N:10][C:9]=2[CH:8]=[N:7][CH:6]=1)[CH2:2][CH2:3][CH3:4].P(Cl)(Cl)([Cl:24])=O.CCN(C(C)C)C(C)C. Given the product [CH2:1]([C:5]1[C:14]2[C:13]([Cl:24])=[N:12][C:11]([C:16]3[CH:21]=[CH:20][N:19]=[CH:18][CH:17]=3)=[N:10][C:9]=2[CH:8]=[N:7][CH:6]=1)[CH2:2][CH2:3][CH3:4], predict the reactants needed to synthesize it. (10) Given the product [CH3:20][O:21][N:22]=[C:9]([C:4]1[CH:5]=[CH:6][C:7]([Cl:8])=[C:2]([Cl:1])[CH:3]=1)[CH2:10][CH2:11][CH2:12][N:13]1[CH:17]=[CH:16][N:15]=[CH:14]1, predict the reactants needed to synthesize it. The reactants are: [Cl:1][C:2]1[CH:3]=[C:4]([C:9](=O)[CH2:10][CH2:11][CH2:12][N:13]2[CH:17]=[CH:16][N:15]=[CH:14]2)[CH:5]=[CH:6][C:7]=1[Cl:8].Cl.[CH3:20][O:21][NH2:22].N1C=CC=CC=1.